The task is: Predict the product of the given reaction.. This data is from Forward reaction prediction with 1.9M reactions from USPTO patents (1976-2016). (1) Given the reactants [Si]([O:18][CH2:19][C:20]1[CH:21]=[C:22]([CH2:30][CH2:31][C:32]([O:34][CH2:35][CH3:36])=[O:33])[CH:23]=[C:24]([O:26][CH:27]([CH3:29])[CH3:28])[CH:25]=1)(C(C)(C)C)(C1C=CC=CC=1)C1C=CC=CC=1.[F-].C([N+](CCCC)(CCCC)CCCC)CCC.C(=O)([O-])O.[Na+], predict the reaction product. The product is: [OH:18][CH2:19][C:20]1[CH:21]=[C:22]([CH2:30][CH2:31][C:32]([O:34][CH2:35][CH3:36])=[O:33])[CH:23]=[C:24]([O:26][CH:27]([CH3:29])[CH3:28])[CH:25]=1. (2) Given the reactants [CH3:1][C:2]([CH3:19])([CH3:18])[CH2:3][CH2:4][N:5]1[C:9]2[N:10]=[C:11]([C:14]#[N:15])[N:12]=[CH:13][C:8]=2[CH:7]=[C:6]1[CH2:16][OH:17].CC(OI1(OC(C)=O)(OC(C)=O)OC(=O)C2C=CC=CC1=2)=O, predict the reaction product. The product is: [CH3:1][C:2]([CH3:19])([CH3:18])[CH2:3][CH2:4][N:5]1[C:9]2[N:10]=[C:11]([C:14]#[N:15])[N:12]=[CH:13][C:8]=2[CH:7]=[C:6]1[CH:16]=[O:17]. (3) Given the reactants [CH3:1][NH:2][CH2:3][CH2:4][OH:5].C(N(CC)CC)C.[CH3:25][C:24]([O:23][C:21](O[C:21]([O:23][C:24]([CH3:27])([CH3:26])[CH3:25])=[O:22])=[O:22])([CH3:27])[CH3:26], predict the reaction product. The product is: [OH:5][CH2:4][CH2:3][N:2]([CH3:1])[C:21](=[O:22])[O:23][C:24]([CH3:25])([CH3:26])[CH3:27]. (4) Given the reactants [C:1]([O:5][C:6]([N:8]1[C@@H:12]([CH3:13])[C@H:11]([F:14])[CH2:10][C@H:9]1[C:15]([OH:17])=O)=[O:7])([CH3:4])([CH3:3])[CH3:2].O1CCOCC1.CC(OC(OC(OC(C)(C)C)=O)=O)(C)C.[N:39]1C=CC=CC=1, predict the reaction product. The product is: [C:15]([C@H:9]1[N:8]([C:6]([O:5][C:1]([CH3:4])([CH3:3])[CH3:2])=[O:7])[C@@H:12]([CH3:13])[C@H:11]([F:14])[CH2:10]1)(=[O:17])[NH2:39]. (5) Given the reactants [CH3:1][CH:2]([OH:7])[CH2:3][CH:4]([OH:6])[CH3:5].[C:8]1([CH3:18])[CH:13]=[CH:12][C:11](S(O)(=O)=O)=[CH:10][CH:9]=1.[C:19]1(C)C=CC=CC=1, predict the reaction product. The product is: [CH3:5][CH:4]1[CH2:3][CH:2]([CH3:1])[O:7][C:9]2([CH:10]([CH3:19])[CH2:11][CH2:12][CH2:13][CH:8]2[CH3:18])[O:6]1.